This data is from Forward reaction prediction with 1.9M reactions from USPTO patents (1976-2016). The task is: Predict the product of the given reaction. (1) Given the reactants [C:1]([C:3]1[CH:12]=[C:11]2[C:6]([N:7]([CH3:36])[CH:8]([CH3:35])[CH2:9][N:10]2[C:13]2[C:17]3[CH2:18][N:19](C(OC(C)(C)C)=O)[CH2:20][CH2:21][C:16]=3[N:15]([CH:29]3[CH2:34][CH2:33][O:32][CH2:31][CH2:30]3)[N:14]=2)=[CH:5][C:4]=1[C:37]1[CH:38]=[N:39][N:40]([CH3:42])[CH:41]=1)#[N:2].FC(F)(F)C(O)=O, predict the reaction product. The product is: [CH3:36][N:7]1[C:6]2[C:11](=[CH:12][C:3]([C:1]#[N:2])=[C:4]([C:37]3[CH:38]=[N:39][N:40]([CH3:42])[CH:41]=3)[CH:5]=2)[N:10]([C:13]2[C:17]3[CH2:18][NH:19][CH2:20][CH2:21][C:16]=3[N:15]([CH:29]3[CH2:34][CH2:33][O:32][CH2:31][CH2:30]3)[N:14]=2)[CH2:9][CH:8]1[CH3:35]. (2) Given the reactants [NH:1]([C:104]([O:106][CH2:107][C:108]1[CH:113]=[CH:112][CH:111]=[CH:110][CH:109]=1)=[O:105])[C@H:2]([C:10]([NH:12][C@H:13]([C:23]([NH:25][C@H:26]([C:34]([NH:36][C@H:37]([C:50]([NH:52][C@H:53]([C:61]([NH:63][C@H:64]([C:74]([NH:76][C@H:77]([C:85]([NH:87][C@H:88]([C:101]([OH:103])=[O:102])[CH2:89][CH2:90][CH2:91][CH2:92][NH:93][C:94]([O:96][C:97]([CH3:100])([CH3:99])[CH3:98])=[O:95])=[O:86])[CH2:78][C:79]1[CH:84]=[CH:83][CH:82]=[CH:81][CH:80]=1)=[O:75])[CH2:65][CH2:66][C:67](=[O:73])[O:68][C:69]([CH3:72])([CH3:71])[CH3:70])=[O:62])[CH2:54][C:55]1[CH:60]=[CH:59][CH:58]=[CH:57][CH:56]=1)=[O:51])[CH2:38][CH2:39][CH2:40][CH2:41][NH:42][C:43]([O:45][C:46]([CH3:49])([CH3:48])[CH3:47])=[O:44])=[O:35])[CH2:27][C:28]1[CH:33]=[CH:32][CH:31]=[CH:30][CH:29]=1)=[O:24])[CH2:14][CH2:15][C:16](=[O:22])[O:17][C:18]([CH3:21])([CH3:20])[CH3:19])=[O:11])[CH2:3][C:4]1[CH:9]=[CH:8][CH:7]=[CH:6][CH:5]=1.C(=O)([O-])[O-].[Cs+].[Cs+].I[CH2:121][CH3:122], predict the reaction product. The product is: [NH:1]([C:104]([O:106][CH2:107][C:108]1[CH:109]=[CH:110][CH:111]=[CH:112][CH:113]=1)=[O:105])[C@H:2]([C:10]([NH:12][C@H:13]([C:23]([NH:25][C@H:26]([C:34]([NH:36][C@H:37]([C:50]([NH:52][C@H:53]([C:61]([NH:63][C@H:64]([C:74]([NH:76][C@H:77]([C:85]([NH:87][C@H:88]([C:101]([O:103][CH2:121][CH3:122])=[O:102])[CH2:89][CH2:90][CH2:91][CH2:92][NH:93][C:94]([O:96][C:97]([CH3:98])([CH3:99])[CH3:100])=[O:95])=[O:86])[CH2:78][C:79]1[CH:84]=[CH:83][CH:82]=[CH:81][CH:80]=1)=[O:75])[CH2:65][CH2:66][C:67](=[O:73])[O:68][C:69]([CH3:72])([CH3:71])[CH3:70])=[O:62])[CH2:54][C:55]1[CH:56]=[CH:57][CH:58]=[CH:59][CH:60]=1)=[O:51])[CH2:38][CH2:39][CH2:40][CH2:41][NH:42][C:43]([O:45][C:46]([CH3:47])([CH3:48])[CH3:49])=[O:44])=[O:35])[CH2:27][C:28]1[CH:29]=[CH:30][CH:31]=[CH:32][CH:33]=1)=[O:24])[CH2:14][CH2:15][C:16](=[O:22])[O:17][C:18]([CH3:21])([CH3:20])[CH3:19])=[O:11])[CH2:3][C:4]1[CH:9]=[CH:8][CH:7]=[CH:6][CH:5]=1.